From a dataset of Reaction yield outcomes from USPTO patents with 853,638 reactions. Predict the reaction yield, written as a fraction of the theoretical maximum amount of product (1.0 means a 100% yield; for example, 0.34 means a 34% yield). (1) The yield is 0.700. The catalyst is CN(C)C=O.CN(C)C(=O)C. The reactants are [CH2:1]([C:3]1[O:4][C:5]([C:9]([OH:11])=O)=[C:6]([CH3:8])[N:7]=1)[CH3:2].O1CCCC1.C(Cl)(=O)C(Cl)=O.[NH2:23][C:24]1[CH:25]=[C:26]([CH:43]=[CH:44][C:45]=1[F:46])[O:27][C:28]1[CH:29]=[CH:30][C:31]2[N:32]([CH:34]=[C:35]([NH:37][C:38]([CH:40]3[CH2:42][CH2:41]3)=[O:39])[N:36]=2)[N:33]=1. The product is [CH:40]1([C:38]([NH:37][C:35]2[N:36]=[C:31]3[CH:30]=[CH:29][C:28]([O:27][C:26]4[CH:43]=[CH:44][C:45]([F:46])=[C:24]([NH:23][C:9]([C:5]5[O:4][C:3]([CH2:1][CH3:2])=[N:7][C:6]=5[CH3:8])=[O:11])[CH:25]=4)=[N:33][N:32]3[CH:34]=2)=[O:39])[CH2:41][CH2:42]1. (2) The reactants are [Br:1][C:2]1[CH:7]=[CH:6][C:5]([NH2:8])=[C:4]([F:9])[CH:3]=1.C[Si]([N-][Si](C)(C)C)(C)C.[Li+].Cl[C:21]1[N:22]([CH3:33])[C:23](=[O:32])[C:24]([CH3:31])=[CH:25][C:26]=1[C:27]([O:29][CH3:30])=[O:28]. The catalyst is C1COCC1. The product is [Br:1][C:2]1[CH:7]=[CH:6][C:5]([NH:8][C:21]2[N:22]([CH3:33])[C:23](=[O:32])[C:24]([CH3:31])=[CH:25][C:26]=2[C:27]([O:29][CH3:30])=[O:28])=[C:4]([F:9])[CH:3]=1. The yield is 0.840. (3) The reactants are Br[C:2]1[CH:3]=[C:4]2[C:8](=[CH:9][CH:10]=1)[N:7]([CH2:11][C:12]([O:14][CH2:15][CH3:16])=[O:13])[CH:6]=[C:5]2[CH2:17][C:18]#[N:19].[C:20]1(B(O)O)[CH:25]=[CH:24][CH:23]=[CH:22][CH:21]=1.C([O-])([O-])=O.[Na+].[Na+].O. The catalyst is COCCOC.CC([O-])=O.CC([O-])=O.[Pd+2].C1C=CC(P(C2C=CC=CC=2)C2C=CC=CC=2)=CC=1. The product is [C:18]([CH2:17][C:5]1[C:4]2[C:8](=[CH:9][CH:10]=[C:2]([C:20]3[CH:25]=[CH:24][CH:23]=[CH:22][CH:21]=3)[CH:3]=2)[N:7]([CH2:11][C:12]([O:14][CH2:15][CH3:16])=[O:13])[CH:6]=1)#[N:19]. The yield is 0.450. (4) The reactants are [F:1][C:2]1[CH:7]=[CH:6][C:5](Br)=[CH:4][CH:3]=1.C[Sn](C)(C)[C:11]1[CH:16]=[CH:15][CH:14]=[CH:13][CH:12]=1. The catalyst is C([O-])(=O)C.C([N+](CCCC)(CCCC)CCCC)CCC.[Pd].CCOC(C)=O. The product is [F:1][C:2]1[CH:7]=[CH:6][C:5]([C:11]2[CH:16]=[CH:15][CH:14]=[CH:13][CH:12]=2)=[CH:4][CH:3]=1. The yield is 0.730.